This data is from Full USPTO retrosynthesis dataset with 1.9M reactions from patents (1976-2016). The task is: Predict the reactants needed to synthesize the given product. (1) Given the product [ClH:1].[F:20][C:21]1[C:27]([C:28]([F:30])([F:31])[F:29])=[CH:26][CH:25]=[CH:24][C:22]=1[NH:23][C:2]1[C:7]2[N:8]=[CH:9][N:10]([CH3:11])[C:6]=2[C:5]([C:12]([N:14]2[CH2:19][CH2:18][O:17][CH2:16][CH2:15]2)=[O:13])=[CH:4][N:3]=1, predict the reactants needed to synthesize it. The reactants are: [Cl:1][C:2]1[C:7]2[N:8]=[CH:9][N:10]([CH3:11])[C:6]=2[C:5]([C:12]([N:14]2[CH2:19][CH2:18][O:17][CH2:16][CH2:15]2)=[O:13])=[CH:4][N:3]=1.[F:20][C:21]1[C:27]([C:28]([F:31])([F:30])[F:29])=[CH:26][CH:25]=[CH:24][C:22]=1[NH2:23]. (2) The reactants are: [C:1]1([CH:7]([C:23]2[CH:28]=[CH:27][CH:26]=[CH:25][CH:24]=2)[CH2:8][CH:9]2[C:18]3[C:13](=[CH:14][C:15]([O:21][CH3:22])=[C:16]([O:19][CH3:20])[CH:17]=3)[CH2:12][CH2:11][NH:10]2)[CH:6]=[CH:5][CH:4]=[CH:3][CH:2]=1.C(N(CC)CC)C.[C:36](OC(=O)C)(=[O:38])[CH3:37]. Given the product [C:36]([N:10]1[CH2:11][CH2:12][C:13]2[C:18](=[CH:17][C:16]([O:19][CH3:20])=[C:15]([O:21][CH3:22])[CH:14]=2)[CH:9]1[CH2:8][CH:7]([C:1]1[CH:2]=[CH:3][CH:4]=[CH:5][CH:6]=1)[C:23]1[CH:28]=[CH:27][CH:26]=[CH:25][CH:24]=1)(=[O:38])[CH3:37], predict the reactants needed to synthesize it. (3) Given the product [O:14]=[C:15]([CH3:22])[CH2:16][C:17]([NH:1][C:2]1[CH:7]=[CH:6][CH:5]=[CH:4][CH:3]=1)=[O:18], predict the reactants needed to synthesize it. The reactants are: [NH2:1][C:2]1[CH:7]=[CH:6][CH:5]=[CH:4][CH:3]=1.N1C=CC=CC=1.[O:14]=[C:15]([CH3:22])[CH2:16][C:17](OCC)=[O:18]. (4) Given the product [F:17][C:18]1[CH:23]=[CH:22][CH:21]=[CH:20][C:19]=1[N:24]1[CH2:29][CH2:28][N:27]([CH2:14][CH2:13][CH2:12][C:11]2[N:7]([C:1]3[CH:6]=[CH:5][CH:4]=[CH:3][CH:2]=3)[N:8]=[C:9]([CH3:16])[CH:10]=2)[CH2:26][CH2:25]1, predict the reactants needed to synthesize it. The reactants are: [C:1]1([N:7]2[C:11]([CH2:12][CH2:13][CH:14]=O)=[CH:10][C:9]([CH3:16])=[N:8]2)[CH:6]=[CH:5][CH:4]=[CH:3][CH:2]=1.[F:17][C:18]1[CH:23]=[CH:22][CH:21]=[CH:20][C:19]=1[N:24]1[CH2:29][CH2:28][NH:27][CH2:26][CH2:25]1.CCN(C(C)C)C(C)C.[BH-](OC(C)=O)(OC(C)=O)OC(C)=O.[Na+]. (5) Given the product [C:1]([O:5][C:6]([N:8]1[CH2:9][CH:10]([CH2:12][C:13]2[CH:18]=[CH:17][CH:16]=[CH:15][N:14]=2)[CH2:11]1)=[O:7])([CH3:4])([CH3:2])[CH3:3], predict the reactants needed to synthesize it. The reactants are: [C:1]([O:5][C:6]([N:8]1[CH2:11][CH:10]([C:12](SC)(OC(O)=S)[C:13]2[CH:18]=[CH:17][CH:16]=[CH:15][N:14]=2)[CH2:9]1)=[O:7])([CH3:4])([CH3:3])[CH3:2].[SnH](CCCC)(CCCC)CCCC. (6) Given the product [CH3:1][C:2]1[O:3][C:4]2[CH:10]=[C:9]3[C:11]4([CH2:21][O:22][C:8]3=[CH:7][C:5]=2[N:6]=1)[C:19]1[C:14](=[CH:15][CH:16]=[CH:17][CH:18]=1)[N:13]([CH2:34][C@H:35]1[CH2:39][CH2:38][CH2:37][O:36]1)[C:12]4=[O:20], predict the reactants needed to synthesize it. The reactants are: [CH3:1][C:2]1[O:3][C:4]2[CH:10]=[C:9]3[C:11]4([CH2:21][O:22][C:8]3=[CH:7][C:5]=2[N:6]=1)[C:19]1[C:14](=[CH:15][CH:16]=[CH:17][CH:18]=1)[NH:13][C:12]4=[O:20].CC1C=CC(S(O[CH2:34][C@H:35]2[CH2:39][CH2:38][CH2:37][O:36]2)(=O)=O)=CC=1.BrCC1CCCCO1.